Dataset: Forward reaction prediction with 1.9M reactions from USPTO patents (1976-2016). Task: Predict the product of the given reaction. (1) Given the reactants [Cl:1][C:2]1[C:25]([F:26])=[CH:24][CH:23]=[C:22]([F:27])[C:3]=1[CH2:4][N:5]1[CH2:10][CH2:9][NH:8][C:7]2[N:11]=[CH:12][C:13](C3C=CN=C(Cl)C=3)=[CH:14][C:6]1=2.CC1(C)C(C)(C)OB([C:36]2[CH:37]=[C:38]([N:42]3[CH2:47][CH2:46][O:45][CH2:44][CH2:43]3)[CH:39]=[CH:40][CH:41]=2)O1, predict the reaction product. The product is: [Cl:1][C:2]1[C:25]([F:26])=[CH:24][CH:23]=[C:22]([F:27])[C:3]=1[CH2:4][N:5]1[CH2:10][CH2:9][NH:8][C:7]2[N:11]=[CH:12][C:13]([C:36]3[CH:41]=[CH:40][CH:39]=[C:38]([N:42]4[CH2:43][CH2:44][O:45][CH2:46][CH2:47]4)[CH:37]=3)=[CH:14][C:6]1=2. (2) Given the reactants [Cl:1][C:2]1[CH:3]=[C:4]([CH:7]=[CH:8][CH:9]=1)[C:5]#[N:6].[CH2:10]([OH:12])[CH3:11], predict the reaction product. The product is: [ClH:1].[Cl:1][C:2]1[CH:3]=[C:4]([CH:7]=[CH:8][CH:9]=1)[C:5](=[NH:6])[O:12][CH2:10][CH3:11]. (3) Given the reactants [F:1][C:2]([F:26])([F:25])[O:3][C:4]1[CH:9]=[CH:8][C:7]([NH:10][C:11]2[C:20]3[C:15](=[CH:16][C:17]([C:21]([O:23]C)=[O:22])=[CH:18][CH:19]=3)[N:14]=[CH:13][N:12]=2)=[CH:6][CH:5]=1.[Li+].[OH-], predict the reaction product. The product is: [F:26][C:2]([F:1])([F:25])[O:3][C:4]1[CH:9]=[CH:8][C:7]([NH:10][C:11]2[C:20]3[C:15](=[CH:16][C:17]([C:21]([OH:23])=[O:22])=[CH:18][CH:19]=3)[N:14]=[CH:13][N:12]=2)=[CH:6][CH:5]=1. (4) Given the reactants [Cl:1][C:2]1[CH:7]=[CH:6][CH:5]=[CH:4][C:3]=1[C:8]1[O:12][N:11]=[CH:10][C:9]=1[C:13]([OH:15])=O.[CH2:16]([NH:18][CH2:19][CH3:20])[CH3:17], predict the reaction product. The product is: [Cl:1][C:2]1[CH:7]=[CH:6][CH:5]=[CH:4][C:3]=1[C:8]1[O:12][N:11]=[CH:10][C:9]=1[C:13]([N:18]([CH2:19][CH3:20])[CH2:16][CH3:17])=[O:15]. (5) Given the reactants [OH:1][C:2]1[CH:3]=[C:4]([CH:14]=[C:15]([O:17][C@@H:18]([CH3:22])[CH2:19][O:20][CH3:21])[CH:16]=1)[C:5]([NH:7][C:8]1[CH:12]=[CH:11][N:10]([CH3:13])[N:9]=1)=[O:6].C(=O)([O-])[O-].[K+].[K+].F[C:30]1[CH:31]=[CH:32][C:33]([C:36]2[O:40][C:39]([C:41]([NH:43][CH3:44])=[O:42])=[N:38][N:37]=2)=[N:34][CH:35]=1.O, predict the reaction product. The product is: [CH3:21][O:20][CH2:19][C@@H:18]([O:17][C:15]1[CH:16]=[C:2]([CH:3]=[C:4]([C:5](=[O:6])[NH:7][C:8]2[CH:12]=[CH:11][N:10]([CH3:13])[N:9]=2)[CH:14]=1)[O:1][C:30]1[CH:31]=[CH:32][C:33]([C:36]2[O:40][C:39]([C:41]([NH:43][CH3:44])=[O:42])=[N:38][N:37]=2)=[N:34][CH:35]=1)[CH3:22]. (6) Given the reactants [C:1]1([OH:11])[C:10]2[C:5](=[CH:6][CH:7]=[CH:8][CH:9]=2)[CH:4]=[CH:3][CH:2]=1.[P:12](Cl)([Cl:15])([Cl:14])=[O:13].C(N(CC)CC)C, predict the reaction product. The product is: [P:12]([Cl:15])([Cl:14])([O:11][C:1]1[C:10]2[C:5](=[CH:6][CH:7]=[CH:8][CH:9]=2)[CH:4]=[CH:3][CH:2]=1)=[O:13].